Dataset: Forward reaction prediction with 1.9M reactions from USPTO patents (1976-2016). Task: Predict the product of the given reaction. (1) Given the reactants [C@H:1]1([NH2:11])[C:10]2[C:5](=[CH:6][CH:7]=[CH:8][CH:9]=2)[CH2:4][CH2:3][CH2:2]1.C(=O)([O-])[O-].[K+].[K+].[I-].C([N+]1(C)[CH2:26][CH2:25][C:24](=[O:27])[CH2:23][CH2:22]1)C, predict the reaction product. The product is: [C@H:1]1([N:11]2[CH2:26][CH2:25][C:24](=[O:27])[CH2:23][CH2:22]2)[C:10]2[C:5](=[CH:6][CH:7]=[CH:8][CH:9]=2)[CH2:4][CH2:3][CH2:2]1. (2) Given the reactants [NH2:1][C:2]1[C:7]([N+:8]([O-])=O)=[CH:6][C:5]([N+:11]([O-:13])=[O:12])=[CH:4][N:3]=1, predict the reaction product. The product is: [NH2:1][C:2]1[C:7]([NH2:8])=[CH:6][C:5]([N+:11]([O-:13])=[O:12])=[CH:4][N:3]=1. (3) Given the reactants [Cl:1][C:2]1[CH:3]=[C:4]([C:10]2[C:11]([CH3:26])=[N:12][N:13]([CH2:16][C:17]3[CH:18]=[CH:19][C:20]([C:23]([OH:25])=O)=[N:21][CH:22]=3)[C:14]=2[CH3:15])[CH:5]=[CH:6][C:7]=1[C:8]#[N:9].C[N+]1(C2N=C(OC)N=C(OC)N=2)CCOCC1.[Cl-].[NH2:45][CH2:46][C:47]([CH3:50])([OH:49])[CH3:48].O, predict the reaction product. The product is: [Cl:1][C:2]1[CH:3]=[C:4]([C:10]2[C:11]([CH3:26])=[N:12][N:13]([CH2:16][C:17]3[CH:18]=[CH:19][C:20]([C:23]([NH:45][CH2:46][C:47]([OH:49])([CH3:50])[CH3:48])=[O:25])=[N:21][CH:22]=3)[C:14]=2[CH3:15])[CH:5]=[CH:6][C:7]=1[C:8]#[N:9]. (4) Given the reactants FC1C=C(C2C3CCC(CC(NC)=O)C=3[CH:15]=[N:16][CH:17]=2)C=CC=1C(F)(F)F.FC1C=C(C2C3C(CC(O)=O)CCC=3C=NC=2)C=CC=1C(F)(F)F.[F:50][C:51]1[CH:56]=[C:55]([C:57]([F:60])([F:59])[F:58])[CH:54]=[CH:53][C:52]=1[C:61]1[C:62]2[CH2:69][CH2:68][CH:67]([CH2:70][C:71](O)=[O:72])[C:63]=2[CH:64]=[N:65][CH:66]=1.FC1C=C(C(F)(F)F)C=CC=1C1C2C(CC(O)=O)CCC=2C=NC=1.CN.CNC, predict the reaction product. The product is: [F:50][C:51]1[CH:56]=[C:55]([C:57]([F:60])([F:58])[F:59])[CH:54]=[CH:53][C:52]=1[C:61]1[C:62]2[CH2:69][CH2:68][CH:67]([CH2:70][C:71]([N:16]([CH3:17])[CH3:15])=[O:72])[C:63]=2[CH:64]=[N:65][CH:66]=1. (5) Given the reactants [Cl:1][C:2]1[CH:7]=[CH:6][C:5]([CH:8]2[C:12]3[N:13]([CH2:19][C@@H:20]([OH:25])[C:21]([F:24])([F:23])[F:22])[N:14]=[C:15]([CH:16]4[CH2:18][CH2:17]4)[C:11]=3[C:10](=[O:26])[NH:9]2)=[CH:4][CH:3]=1.Br[C:28]1[CH:29]=[C:30]([CH3:38])[C:31]2[N:32]([C:34]([CH3:37])=[N:35][N:36]=2)[CH:33]=1, predict the reaction product. The product is: [Cl:1][C:2]1[CH:7]=[CH:6][C:5]([C@@H:8]2[C:12]3[N:13]([CH2:19][C@@H:20]([OH:25])[C:21]([F:24])([F:23])[F:22])[N:14]=[C:15]([CH:16]4[CH2:18][CH2:17]4)[C:11]=3[C:10](=[O:26])[N:9]2[C:28]2[CH:29]=[C:30]([CH3:38])[C:31]3[N:32]([C:34]([CH3:37])=[N:35][N:36]=3)[CH:33]=2)=[CH:4][CH:3]=1. (6) Given the reactants [CH3:1][C:2]1([CH3:19])[C:10]2[C:5](=[CH:6][C:7]([N+:15]([O-:17])=[O:16])=[C:8]([NH:11]C(=O)C)[CH:9]=2)[NH:4][C:3]1=[O:18].Br[CH2:21]/[CH:22]=[CH:23]/[CH2:24][CH3:25].CC([O-])(C)C.[K+].C1CCN2C(=NCCC2)CC1, predict the reaction product. The product is: [NH2:11][C:8]1[CH:9]=[C:10]2[C:5](=[CH:6][C:7]=1[N+:15]([O-:17])=[O:16])[N:4]([CH2:21]/[CH:22]=[CH:23]/[CH2:24][CH3:25])[C:3](=[O:18])[C:2]2([CH3:1])[CH3:19]. (7) Given the reactants [CH3:1][CH2:2][C:3]1[CH2:22][N:20]2[CH2:21][C@@H:5]([CH2:6][C@:7]([C:56]([O:58][CH3:59])=[O:57])([C:23]3[CH:24]=[C:25]4[C@:33]56[C@@H:37]7[C@:38]([CH2:53][CH3:54])([C@@H:42]([O:49][C:50]([CH3:52])=[O:51])[C@:43]([OH:48])([C:44]([O:46][CH3:47])=[O:45])[C@@H:32]5[N:31]([CH3:55])[C:26]4=[CH:27][C:28]=3[O:29][CH3:30])[CH:39]=[CH:40][CH2:41][N:36]7[CH2:35][CH2:34]6)[C:8]3[NH:16][C:15]4[CH:14]=[CH:13][C:12]([Br:17])=[CH:11][C:10]=4[C:9]=3[CH2:18][CH2:19]2)[CH:4]=1.Cl.C(C[OH:66])(F)(F)F.[BH4-].[Na+], predict the reaction product. The product is: [CH3:1][CH2:2][C@@:3]1([OH:66])[CH2:22][N:20]2[CH2:21][C@@H:5]([CH2:6][C@:7]([C:56]([O:58][CH3:59])=[O:57])([C:23]3[CH:24]=[C:25]4[C@:33]56[C@@H:37]7[C@:38]([CH2:53][CH3:54])([C@@H:42]([O:49][C:50]([CH3:52])=[O:51])[C@:43]([OH:48])([C:44]([O:46][CH3:47])=[O:45])[C@@H:32]5[N:31]([CH3:55])[C:26]4=[CH:27][C:28]=3[O:29][CH3:30])[CH:39]=[CH:40][CH2:41][N:36]7[CH2:35][CH2:34]6)[C:8]3[NH:16][C:15]4[CH:14]=[CH:13][C:12]([Br:17])=[CH:11][C:10]=4[C:9]=3[CH2:18][CH2:19]2)[CH2:4]1. (8) Given the reactants [N:1]1[C:10]2[C:5](=[CH:6][C:7]([C:11]([OH:13])=O)=[CH:8][CH:9]=2)[N:4]=[CH:3][CH:2]=1.[O:14]([C:21]1[CH:28]=[CH:27][C:24](CN)=[CH:23][CH:22]=1)[C:15]1[CH:20]=[CH:19][CH:18]=[CH:17][CH:16]=1.[N:29]1C=CC=C[C:30]=1OCC1C=CC(CNC(C2C(N)=NC(N)=CN=2)=O)=CC=1.F[P-](F)(F)(F)(F)F.N1(O[P+](N2CCCC2)(N2CCCC2)N2CCCC2)C2C=CC=CC=2N=N1.C(N(CC)CC)C.FC(F)(F)C(O)=O, predict the reaction product. The product is: [O:14]([C:15]1[CH:16]=[C:17]([CH:18]=[CH:19][CH:20]=1)[CH2:30][NH:29][C:11]([C:7]1[CH:6]=[C:5]2[C:10](=[CH:9][CH:8]=1)[N:1]=[CH:2][CH:3]=[N:4]2)=[O:13])[C:21]1[CH:22]=[CH:23][CH:24]=[CH:27][CH:28]=1. (9) Given the reactants [NH2:1][C:2]1[C:7]([NH2:8])=[CH:6][CH:5]=[CH:4][N:3]=1.[Cl:9][CH:10]([CH3:13])[C:11]#N, predict the reaction product. The product is: [Cl:9][CH:10]([C:13]1[NH:1][C:2]2=[N:3][CH:4]=[CH:5][CH:6]=[C:7]2[N:8]=1)[CH3:11].